The task is: Predict the reactants needed to synthesize the given product.. This data is from Full USPTO retrosynthesis dataset with 1.9M reactions from patents (1976-2016). (1) Given the product [Cl:29][C:30]1[CH:35]=[C:34]([CH3:36])[CH:33]=[CH:32][C:31]=1[NH:37][C:20]([CH2:19][CH:18]([C:5]1[C:4]([CH:1]2[CH2:2][CH2:3]2)=[C:8]([CH:9]2[CH2:10][CH:11]([CH2:13][C:14]([CH3:15])([CH3:17])[CH3:16])[CH2:12]2)[O:7][N:6]=1)[CH2:23][CH2:24][C:25]([O:27][CH3:28])=[O:26])=[O:21], predict the reactants needed to synthesize it. The reactants are: [CH:1]1([C:4]2[C:5]([CH:18]([CH2:23][CH2:24][C:25]([O:27][CH3:28])=[O:26])[CH2:19][C:20]([O-])=[O:21])=[N:6][O:7][C:8]=2[CH:9]2[CH2:12][CH:11]([CH2:13][C:14]([CH3:17])([CH3:16])[CH3:15])[CH2:10]2)[CH2:3][CH2:2]1.[Cl:29][C:30]1[CH:35]=[C:34]([CH3:36])[CH:33]=[CH:32][C:31]=1[NH2:37].C1C=CC2N(O)N=NC=2C=1.CCN=C=NCCCN(C)C.Cl.C(=O)(O)[O-].[Na+]. (2) Given the product [N+:25]([C:20]1[CH:21]=[CH:22][CH:23]=[CH:24][C:19]=1[CH2:13][C:11]#[N:12])([O-:27])=[O:26], predict the reactants needed to synthesize it. The reactants are: ClC1C=CC=CC=1[N+]([O-])=O.[C:11]([CH:13]([C:19]1[CH:24]=[CH:23][CH:22]=[CH:21][C:20]=1[N+:25]([O-:27])=[O:26])C(OCC)=O)#[N:12]. (3) Given the product [NH2:1][C:2]1[C:11]2[C:6](=[C:7]([C:21]3[C:22]([O:26][CH3:27])=[CH:23][CH:24]=[CH:25][C:20]=3[F:19])[CH:8]=[CH:9][CH:10]=2)[N:5]=[N:4][C:3]=1[C:13]([NH:15][CH2:16][CH2:17][CH3:18])=[O:14], predict the reactants needed to synthesize it. The reactants are: [NH2:1][C:2]1[C:11]2[C:6](=[C:7](Br)[CH:8]=[CH:9][CH:10]=2)[N:5]=[N:4][C:3]=1[C:13]([NH:15][CH2:16][CH2:17][CH3:18])=[O:14].[F:19][C:20]1[CH:25]=[CH:24][CH:23]=[C:22]([O:26][CH3:27])[C:21]=1B(O)O.C(Cl)Cl.C(=O)([O-])[O-].[Na+].[Na+]. (4) Given the product [C:21]1([CH2:20][CH2:19][CH2:18][CH2:17][C:16]2[NH:8][C:7](=[O:2])[C:9]3[C:10]([N:15]=2)=[N:11][CH:12]=[N:13][CH:14]=3)[CH:26]=[CH:25][CH:24]=[CH:23][CH:22]=1, predict the reactants needed to synthesize it. The reactants are: C([O-])([O-])=[O:2].[K+].[K+].[C:7]([C:9]1[C:10]([NH:15][C:16](=O)[CH2:17][CH2:18][CH2:19][CH2:20][C:21]2[CH:26]=[CH:25][CH:24]=[CH:23][CH:22]=2)=[N:11][CH:12]=[N:13][CH:14]=1)#[N:8].OO. (5) Given the product [NH:1]1[CH:5]=[CH:4][N:3]=[C:2]1[CH2:6][N:7]([CH2:14][C:15]1[CH:23]=[CH:22][C:18]([C:19]([NH:59][C:56]2[CH:55]=[CH:54][C:53]([N:52]([CH2:67][CH2:68][CH3:69])[CH2:49][CH2:50][CH3:51])=[CH:58][CH:57]=2)=[O:21])=[CH:17][CH:16]=1)[CH2:8][C:9]1[NH:10][CH:11]=[CH:12][N:13]=1, predict the reactants needed to synthesize it. The reactants are: [NH:1]1[CH:5]=[CH:4][N:3]=[C:2]1[CH2:6][N:7]([CH2:14][C:15]1[CH:23]=[CH:22][C:18]([C:19]([OH:21])=O)=[CH:17][CH:16]=1)[CH2:8][C:9]1[NH:10][CH:11]=[CH:12][N:13]=1.C1CCC(N=C=NC2CCCCC2)CC1.C1C=CC2N(O)N=NC=2C=1.[CH2:49]([N:52]([CH2:67][CH2:68][CH3:69])[C:53]1[CH:58]=[CH:57][C:56]([NH:59]C(OC(C)(C)C)=O)=[CH:55][CH:54]=1)[CH2:50][CH3:51]. (6) Given the product [C:15]([O:46][C:47](=[O:48])[CH2:49][N:7]([CH2:29][C:28](=[O:31])[O:32][C:33]([CH3:34])([CH3:35])[CH3:36])[CH2:6][CH2:5][CH2:4][CH2:3][C@@H:2]([C:8]([OH:10])=[O:9])[NH:1][C:11](=[O:12])[O:13][CH2:14][CH:15]1[C:16]2[CH:17]=[CH:18][CH:19]=[CH:20][C:21]=2[C:22]2[C:27]1=[CH:26][CH:25]=[CH:24][CH:23]=2)([CH3:27])([CH3:16])[CH3:14], predict the reactants needed to synthesize it. The reactants are: [NH:1]([C:11]([O:13][CH2:14][CH:15]1[C:27]2[C:22](=[CH:23][CH:24]=[CH:25][CH:26]=2)[C:21]2[C:16]1=[CH:17][CH:18]=[CH:19][CH:20]=2)=[O:12])[C@H:2]([C:8]([OH:10])=[O:9])[CH2:3][CH2:4][CH2:5][CH2:6][NH2:7].[C:28]([O:32][C:33]([CH3:36])([CH3:35])[CH3:34])(=[O:31])[CH:29]=O.[BH-]([O:46][C:47]([CH3:49])=[O:48])([O:46][C:47]([CH3:49])=[O:48])[O:46][C:47]([CH3:49])=[O:48].[Na+].O. (7) Given the product [C:43]([O:42][C:40]([NH:8][CH2:9][C:10]1[C:11]([CH2:36][CH:37]([CH3:38])[CH3:39])=[N:12][C:13]2[C:18]([C:19]=1[C:20]1[CH:25]=[CH:24][C:23]([CH3:26])=[CH:22][CH:21]=1)=[CH:17][C:16]([NH:27][CH2:28][C:29]([OH:31])=[O:30])=[CH:15][CH:14]=2)=[O:41])([CH3:46])([CH3:45])[CH3:44], predict the reactants needed to synthesize it. The reactants are: FC(F)(F)C(O)=O.[NH2:8][CH2:9][C:10]1[C:11]([CH2:36][CH:37]([CH3:39])[CH3:38])=[N:12][C:13]2[C:18]([C:19]=1[C:20]1[CH:25]=[CH:24][C:23]([CH3:26])=[CH:22][CH:21]=1)=[CH:17][C:16]([NH:27][CH2:28][C:29]([O:31]C(C)(C)C)=[O:30])=[CH:15][CH:14]=2.[C:40](O[C:40]([O:42][C:43]([CH3:46])([CH3:45])[CH3:44])=[O:41])([O:42][C:43]([CH3:46])([CH3:45])[CH3:44])=[O:41]. (8) Given the product [C:30]([O:16][C:8]1[CH:7]=[C:6]2[C:11]([C@@H:3]([CH2:2][Cl:1])[CH2:4][N:5]2[C:17]([O:19][C:20]([CH3:23])([CH3:22])[CH3:21])=[O:18])=[C:10]2[C:12]([CH3:15])=[CH:13][S:14][C:9]=12)(=[O:32])[CH3:31], predict the reactants needed to synthesize it. The reactants are: [Cl:1][CH2:2][C@H:3]1[C:11]2[C:6](=[CH:7][C:8]([OH:16])=[C:9]3[S:14][CH:13]=[C:12]([CH3:15])[C:10]3=2)[N:5]([C:17]([O:19][C:20]([CH3:23])([CH3:22])[CH3:21])=[O:18])[CH2:4]1.N1C=CC=CC=1.[C:30](Cl)(=[O:32])[CH3:31]. (9) Given the product [NH2:1][C:2]1[C:3]([C:9]([NH:11][C:12]2[CH:13]=[N:14][N:15]([CH3:17])[CH:16]=2)=[O:10])=[N:4][C:5]([C:26]2[CH:27]=[CH:28][CH:29]=[C:24]([N:18]3[CH2:19][CH2:20][CH2:21][CH2:22][CH2:23]3)[CH:25]=2)=[CH:6][CH:7]=1, predict the reactants needed to synthesize it. The reactants are: [NH2:1][C:2]1[C:3]([C:9]([NH:11][C:12]2[CH:13]=[N:14][N:15]([CH3:17])[CH:16]=2)=[O:10])=[N:4][C:5](Br)=[CH:6][CH:7]=1.[N:18]1([C:24]2[CH:25]=[C:26](B(O)O)[CH:27]=[CH:28][CH:29]=2)[CH2:23][CH2:22][CH2:21][CH2:20][CH2:19]1.C([O-])([O-])=O.[Na+].[Na+].C([O-])(=O)C.[K+].